Dataset: Retrosynthesis with 50K atom-mapped reactions and 10 reaction types from USPTO. Task: Predict the reactants needed to synthesize the given product. (1) Given the product Nc1ccc(OCc2ccccc2)cc1/C=C/C(=O)CC(=O)/C=C/c1ccc(O)cc1, predict the reactants needed to synthesize it. The reactants are: O=C(/C=C/c1ccc(O)cc1)CC(=O)/C=C/c1cc(OCc2ccccc2)ccc1[N+](=O)[O-]. (2) The reactants are: CC(C)CBr.CC=CCC1Cc2ccc(O)cc2C1=O. Given the product CC=CCC1Cc2ccc(OCC(C)C)cc2C1=O, predict the reactants needed to synthesize it. (3) The reactants are: O=C(O)CCCCCCC1=CC(Br)CC1=O.OCCO. Given the product O=C(O)CCCCCCC1=CC(OCCO)CC1=O, predict the reactants needed to synthesize it. (4) Given the product O=C(Cc1cc(OCc2ccc(F)cc2)cc(OCc2ccc(F)cc2)c1)Nc1nc(=S)ss1, predict the reactants needed to synthesize it. The reactants are: Nc1nc(=S)ss1.O=C(O)Cc1cc(OCc2ccc(F)cc2)cc(OCc2ccc(F)cc2)c1. (5) Given the product O=C(O)c1cn(-c2ccc(F)cc2)c2c(F)c(N3Cc4ccc(F)cc4C3)c(F)cc2c1=O, predict the reactants needed to synthesize it. The reactants are: Fc1ccc2c(c1)CNC2.O=C(O)c1cn(-c2ccc(F)cc2)c2c(F)c(F)c(F)cc2c1=O. (6) Given the product CCS(=O)(=O)c1ccc(Cl)cc1Cn1c(=O)[nH]c2c(Cl)c(CN3CCC[C@@H](CN(C)C(=O)OC(C)(C)C)C3)c(C(F)(F)F)cc2c1=O, predict the reactants needed to synthesize it. The reactants are: CCS(=O)(=O)c1ccc(Cl)cc1Cn1c(=O)[nH]c2c(Cl)c(C=O)c(C(F)(F)F)cc2c1=O.CN(C[C@@H]1CCCNC1)C(=O)OC(C)(C)C. (7) The reactants are: COc1ccc(N)cn1.COc1ccccc1CNc1cccn2nc(Cl)nc12. Given the product COc1ccc(Nc2nc3c(NCc4ccccc4OC)cccn3n2)cn1, predict the reactants needed to synthesize it. (8) Given the product C[C@@H]1CCCN(C(=O)c2cc(F)ccc2-c2ncccn2)[C@@H]1CNc1ncc(C(F)(F)F)cn1, predict the reactants needed to synthesize it. The reactants are: C[C@@H]1CCCN(C(=O)c2cc(F)ccc2-c2ncccn2)[C@@H]1CN.FC(F)(F)c1cnc(Cl)nc1.